From a dataset of Reaction yield outcomes from USPTO patents with 853,638 reactions. Predict the reaction yield, written as a fraction of the theoretical maximum amount of product (1.0 means a 100% yield; for example, 0.34 means a 34% yield). The reactants are [Cl:1][C:2]1[CH:8]=[C:7]([CH3:9])[CH:6]=[C:5]([CH3:10])[C:3]=1[NH2:4].C([Li])CCC.[Br:16][CH2:17][CH2:18][CH2:19]Br. The catalyst is O1CCOCC1. The product is [Br:16][CH2:17][CH2:18][CH2:19][NH:4][C:3]1[C:5]([CH3:10])=[CH:6][C:7]([CH3:9])=[CH:8][C:2]=1[Cl:1]. The yield is 0.670.